From a dataset of Peptide-MHC class I binding affinity with 185,985 pairs from IEDB/IMGT. Regression. Given a peptide amino acid sequence and an MHC pseudo amino acid sequence, predict their binding affinity value. This is MHC class I binding data. (1) The peptide sequence is STSRSYMSF. The MHC is HLA-B15:17 with pseudo-sequence HLA-B15:17. The binding affinity (normalized) is 0.872. (2) The peptide sequence is SFQQPQQQY. The MHC is HLA-A30:02 with pseudo-sequence HLA-A30:02. The binding affinity (normalized) is 0.